Dataset: Catalyst prediction with 721,799 reactions and 888 catalyst types from USPTO. Task: Predict which catalyst facilitates the given reaction. (1) Reactant: Cl.[Cl:2][C:3]1[CH:4]=[N+:5]([O-:35])[CH:6]=[C:7]([Cl:34])[C:8]=1[CH2:9][C@@H:10]([C:19]1[CH:24]=[CH:23][C:22]([O:25][CH:26]([F:28])[F:27])=[C:21]([O:29][CH2:30][CH:31]2[CH2:33][CH2:32]2)[CH:20]=1)[O:11][C:12]([C@H:14]1[NH:18][CH2:17][CH2:16][S:15]1)=[O:13].N1C=CC=CC=1.[OH:42][CH2:43][C:44]1[CH:45]=[C:46]([S:50](Cl)(=[O:52])=[O:51])[CH:47]=[CH:48][CH:49]=1. Product: [Cl:2][C:3]1[CH:4]=[N+:5]([O-:35])[CH:6]=[C:7]([Cl:34])[C:8]=1[CH2:9][C@@H:10]([C:19]1[CH:24]=[CH:23][C:22]([O:25][CH:26]([F:28])[F:27])=[C:21]([O:29][CH2:30][CH:31]2[CH2:33][CH2:32]2)[CH:20]=1)[O:11][C:12]([C@H:14]1[N:18]([S:50]([C:46]2[CH:47]=[CH:48][CH:49]=[C:44]([CH2:43][OH:42])[CH:45]=2)(=[O:52])=[O:51])[CH2:17][CH2:16][S:15]1)=[O:13]. The catalyst class is: 759. (2) The catalyst class is: 15. Product: [Cl:21][C:4]1[C:3](=[O:22])[C:2](=[O:24])[C:7]2[C:8]([C:11](=[O:12])[C:13]3[CH:18]=[CH:17][C:16]([O:19][CH3:20])=[CH:15][CH:14]=3)=[CH:9][O:10][C:6]=2[CH:5]=1. Reactant: Cl[C:2]1[C:7]2[C:8]([C:11]([C:13]3[CH:18]=[CH:17][C:16]([O:19][CH3:20])=[CH:15][CH:14]=3)=[O:12])=[CH:9][O:10][C:6]=2[CH:5]=[C:4]([Cl:21])[C:3]=1[OH:22].[N+]([O-])(O)=[O:24].O.